Task: Regression. Given two drug SMILES strings and cell line genomic features, predict the synergy score measuring deviation from expected non-interaction effect.. Dataset: NCI-60 drug combinations with 297,098 pairs across 59 cell lines (1) Drug 1: C1=CC(=C2C(=C1NCCNCCO)C(=O)C3=C(C=CC(=C3C2=O)O)O)NCCNCCO. Drug 2: CCC1(CC2CC(C3=C(CCN(C2)C1)C4=CC=CC=C4N3)(C5=C(C=C6C(=C5)C78CCN9C7C(C=CC9)(C(C(C8N6C=O)(C(=O)OC)O)OC(=O)C)CC)OC)C(=O)OC)O.OS(=O)(=O)O. Cell line: SK-MEL-5. Synergy scores: CSS=44.3, Synergy_ZIP=0.912, Synergy_Bliss=2.43, Synergy_Loewe=-4.31, Synergy_HSA=3.96. (2) Drug 1: CCC1=CC2CC(C3=C(CN(C2)C1)C4=CC=CC=C4N3)(C5=C(C=C6C(=C5)C78CCN9C7C(C=CC9)(C(C(C8N6C)(C(=O)OC)O)OC(=O)C)CC)OC)C(=O)OC.C(C(C(=O)O)O)(C(=O)O)O. Drug 2: C(CC(=O)O)C(=O)CN.Cl. Cell line: SK-MEL-28. Synergy scores: CSS=15.1, Synergy_ZIP=-6.95, Synergy_Bliss=-6.24, Synergy_Loewe=-19.0, Synergy_HSA=-3.93. (3) Drug 1: C1CC(C1)(C(=O)O)C(=O)O.[NH2-].[NH2-].[Pt+2]. Drug 2: COCCOC1=C(C=C2C(=C1)C(=NC=N2)NC3=CC=CC(=C3)C#C)OCCOC.Cl. Cell line: SR. Synergy scores: CSS=60.3, Synergy_ZIP=2.11, Synergy_Bliss=4.96, Synergy_Loewe=1.90, Synergy_HSA=4.45. (4) Drug 1: CN1CCC(CC1)COC2=C(C=C3C(=C2)N=CN=C3NC4=C(C=C(C=C4)Br)F)OC. Drug 2: COC1=C2C(=CC3=C1OC=C3)C=CC(=O)O2. Cell line: OVCAR-8. Synergy scores: CSS=6.83, Synergy_ZIP=1.01, Synergy_Bliss=4.43, Synergy_Loewe=-1.50, Synergy_HSA=3.59. (5) Drug 1: CN1CCC(CC1)COC2=C(C=C3C(=C2)N=CN=C3NC4=C(C=C(C=C4)Br)F)OC. Drug 2: CC(C)(C#N)C1=CC(=CC(=C1)CN2C=NC=N2)C(C)(C)C#N. Cell line: MALME-3M. Synergy scores: CSS=4.31, Synergy_ZIP=-0.113, Synergy_Bliss=2.72, Synergy_Loewe=1.05, Synergy_HSA=1.05.